Dataset: Full USPTO retrosynthesis dataset with 1.9M reactions from patents (1976-2016). Task: Predict the reactants needed to synthesize the given product. Given the product [CH2:12]([C:2]1[CH:10]=[N:9][CH:8]=[C:7]([F:11])[C:3]=1[C:4]([OH:6])=[O:5])[CH2:13][CH2:14][CH3:15], predict the reactants needed to synthesize it. The reactants are: F[C:2]1[CH:10]=[N:9][CH:8]=[C:7]([F:11])[C:3]=1[C:4]([OH:6])=[O:5].[CH2:12]([Mg]Cl)[CH2:13][CH2:14][CH3:15].